Dataset: Catalyst prediction with 721,799 reactions and 888 catalyst types from USPTO. Task: Predict which catalyst facilitates the given reaction. (1) Reactant: [Cl:1][C:2]1[CH:3]=[CH:4][C:5]([NH:8][C:9]([C:11]2[O:19][C:18]3[C:13](=[N:14][C:15]([NH:20]C(=O)OC(C)(C)C)=[CH:16][CH:17]=3)[C:12]=2[NH:28][C:29]([C@H:31]2[CH2:36][CH2:35][C@H:34]([N:37]3[CH2:42][CH2:41][O:40][CH2:39][C:38]3=[O:43])[CH2:33][CH2:32]2)=[O:30])=[O:10])=[N:6][CH:7]=1.Cl.O1CCOCC1. Product: [ClH:1].[NH2:20][C:15]1[N:14]=[C:13]2[C:12]([NH:28][C:29]([C@H:31]3[CH2:36][CH2:35][C@H:34]([N:37]4[CH2:42][CH2:41][O:40][CH2:39][C:38]4=[O:43])[CH2:33][CH2:32]3)=[O:30])=[C:11]([C:9]([NH:8][C:5]3[CH:4]=[CH:3][C:2]([Cl:1])=[CH:7][N:6]=3)=[O:10])[O:19][C:18]2=[CH:17][CH:16]=1. The catalyst class is: 5. (2) Reactant: [CH:1]1([N:4]([C:19]2[N:24]=[C:23]([S:25][C:26]#[N:27])[C:22]([N+:28]([O-])=O)=[CH:21][N:20]=2)[C:5]2[CH:6]=[C:7]([NH:11][C:12](=[O:18])[O:13][C:14]([CH3:17])([CH3:16])[CH3:15])[CH:8]=[CH:9][CH:10]=2)[CH2:3][CH2:2]1.CN1CCCC1=O.O.[Cl-].[Ca+2].[Cl-]. Product: [NH2:27][C:26]1[S:25][C:23]2[N:24]=[C:19]([N:4]([CH:1]3[CH2:3][CH2:2]3)[C:5]3[CH:6]=[C:7]([NH:11][C:12](=[O:18])[O:13][C:14]([CH3:17])([CH3:16])[CH3:15])[CH:8]=[CH:9][CH:10]=3)[N:20]=[CH:21][C:22]=2[N:28]=1. The catalyst class is: 8. (3) Reactant: [CH3:1][C:2]1[N:6]([CH2:7][C:8]2[CH:13]=[CH:12][CH:11]=[C:10]([N:14]3[CH2:19][CH2:18][CH:17]([S:20]([CH3:23])(=[O:22])=[O:21])[CH2:16][CH2:15]3)[CH:9]=2)[N:5]=[C:4]([C:24]2[O:28][N:27]=[C:26]([C:29]3[CH:34]=[CH:33][C:32]([O:35][C:36]([F:39])([F:38])[F:37])=[CH:31][CH:30]=3)[N:25]=2)[N:3]=1.[CH3:40][S:41]([OH:44])(=[O:43])=[O:42]. Product: [CH3:40][S:41]([O-:44])(=[O:43])=[O:42].[CH3:1][C:2]1[N:6]([CH2:7][C:8]2[CH:9]=[C:10]([NH+:14]3[CH2:19][CH2:18][CH:17]([S:20]([CH3:23])(=[O:21])=[O:22])[CH2:16][CH2:15]3)[CH:11]=[CH:12][CH:13]=2)[N:5]=[C:4]([C:24]2[O:28][N:27]=[C:26]([C:29]3[CH:30]=[CH:31][C:32]([O:35][C:36]([F:38])([F:37])[F:39])=[CH:33][CH:34]=3)[N:25]=2)[N:3]=1. The catalyst class is: 2. (4) The catalyst class is: 4. Reactant: [NH2:1][CH2:2][C:3]1([CH2:7][O:8][C:9]2[C:14]([O:15][CH3:16])=[C:13]([O:17][CH3:18])[CH:12]=[CH:11][C:10]=2[C:19]2[CH:27]=[CH:26][CH:25]=[C:24]3[C:20]=2[CH2:21][CH2:22][C:23]3=[O:28])[CH2:6][O:5][CH2:4]1.C(N(CC)CC)C.[C:36](Cl)(=[O:41])[O:37][CH:38]([CH3:40])[CH3:39].COC1C(OC)=CC=C(C2C=CC=C3C=2CCC3=O)C=1OCC1(CNC(=O)C)COC1. Product: [CH:38]([O:37][C:36](=[O:41])[NH:1][CH2:2][C:3]1([CH2:7][O:8][C:9]2[C:10]([C:19]3[CH:27]=[CH:26][CH:25]=[C:24]4[C:20]=3[CH2:21][CH2:22][C:23]4=[O:28])=[CH:11][CH:12]=[C:13]([O:17][CH3:18])[C:14]=2[O:15][CH3:16])[CH2:4][O:5][CH2:6]1)([CH3:40])[CH3:39]. (5) Reactant: [OH-].[Li+].[Cl:3][C:4]1[N:14]=[C:13]([S:15][C:16]2[CH:21]=[CH:20][C:19]([CH3:22])=[CH:18][CH:17]=2)[C:12]([F:23])=[CH:11][C:5]=1[C:6]([O:8]CC)=[O:7]. Product: [Cl:3][C:4]1[N:14]=[C:13]([S:15][C:16]2[CH:21]=[CH:20][C:19]([CH3:22])=[CH:18][CH:17]=2)[C:12]([F:23])=[CH:11][C:5]=1[C:6]([OH:8])=[O:7]. The catalyst class is: 20.